Dataset: Reaction yield outcomes from USPTO patents with 853,638 reactions. Task: Predict the reaction yield, written as a fraction of the theoretical maximum amount of product (1.0 means a 100% yield; for example, 0.34 means a 34% yield). (1) The reactants are [Br:1]N1C(=O)CCC1=O.[F:9][C:10]1[CH:25]=[C:24]([N+:26]([O-:28])=[O:27])[CH:23]=[CH:22][C:11]=1[O:12][C:13]1[C:14]2[N:15]([CH:19]=[CH:20][CH:21]=2)[N:16]=[CH:17][CH:18]=1. The catalyst is C(Cl)(Cl)Cl. The product is [Br:1][C:21]1[CH:20]=[CH:19][N:15]2[C:14]=1[C:13]([O:12][C:11]1[CH:22]=[CH:23][C:24]([N+:26]([O-:28])=[O:27])=[CH:25][C:10]=1[F:9])=[CH:18][CH:17]=[N:16]2. The yield is 0.280. (2) The reactants are [N:1]([O-:3])=O.[Na+].[NH:5]1[C:11]2[CH:12]=[CH:13][CH:14]=[CH:15][C:10]=2[CH2:9][CH2:8][CH2:7][CH2:6]1. The catalyst is O.CC(O)=O. The product is [N:1]([N:5]1[C:11]2[CH:12]=[CH:13][CH:14]=[CH:15][C:10]=2[CH2:9][CH2:8][CH2:7][CH2:6]1)=[O:3]. The yield is 0.910. (3) The reactants are C[C:2]([CH3:5])([O-:4])C.[K+].[Br:7][C:8]1[CH:15]=[CH:14][C:11]([CH:12]=O)=[CH:10][CH:9]=1.C1C[O:19][CH2:18][CH2:17]1. No catalyst specified. The product is [Br:7][C:8]1[CH:15]=[CH:14][C:11](/[CH:12]=[CH:17]/[C:18]([O:4][CH2:2][CH3:5])=[O:19])=[CH:10][CH:9]=1. The yield is 0.720. (4) The reactants are [CH2:1]([C:3]1[N:7]([C:8]2[C:9]([CH3:30])=[C:10]([CH:27]=[CH:28][CH:29]=2)[CH2:11][NH:12][C:13]2[CH:26]=[CH:25][C:16]3[C@H:17]([CH2:20][C:21]([O:23]C)=[O:22])[CH2:18][O:19][C:15]=3[CH:14]=2)[C:6]2[CH:31]=[C:32]([F:35])[CH:33]=[CH:34][C:5]=2[N:4]=1)[CH3:2].[OH-].[Na+].Cl. The catalyst is O1CCCC1.CO.O. The product is [CH2:1]([C:3]1[N:7]([C:8]2[C:9]([CH3:30])=[C:10]([CH:27]=[CH:28][CH:29]=2)[CH2:11][NH:12][C:13]2[CH:26]=[CH:25][C:16]3[C@H:17]([CH2:20][C:21]([OH:23])=[O:22])[CH2:18][O:19][C:15]=3[CH:14]=2)[C:6]2[CH:31]=[C:32]([F:35])[CH:33]=[CH:34][C:5]=2[N:4]=1)[CH3:2]. The yield is 0.830.